From a dataset of Reaction yield outcomes from USPTO patents with 853,638 reactions. Predict the reaction yield, written as a fraction of the theoretical maximum amount of product (1.0 means a 100% yield; for example, 0.34 means a 34% yield). (1) The reactants are Cl.[CH3:2][C@:3]([C:7]([OH:9])=[O:8])([CH2:5][SH:6])[NH2:4].[OH:10][C:11]1[CH:18]=[C:17]([OH:19])[CH:16]=[CH:15][C:12]=1[C:13]#N.C(N(CC)CC)C.[OH-].[K+]. The catalyst is C(O)C.O. The product is [OH:10][C:11]1[CH:18]=[C:17]([OH:19])[CH:16]=[CH:15][C:12]=1[C:13]1[S:6][CH2:5][C@:3]([CH3:2])([C:7]([OH:9])=[O:8])[N:4]=1. The yield is 0.876. (2) The reactants are [Br:1][C:2]1[CH:16]=[C:15](/[CH:17]=[CH:18]/[CH:19]([C:24]2[CH:29]=[C:28]([Cl:30])[C:27]([Cl:31])=[C:26]([Cl:32])[CH:25]=2)[C:20]([F:23])([F:22])[F:21])[CH:14]=[CH:13][C:3]=1[C:4]([NH:6][CH:7]1[CH2:12][CH2:11][NH:10][CH2:9][CH2:8]1)=[O:5].C(N(CC)CC)C.Cl[CH2:41][CH2:42][OH:43]. The catalyst is C1COCC1.C(OCC)(=O)C. The product is [Br:1][C:2]1[CH:16]=[C:15](/[CH:17]=[CH:18]/[CH:19]([C:24]2[CH:25]=[C:26]([Cl:32])[C:27]([Cl:31])=[C:28]([Cl:30])[CH:29]=2)[C:20]([F:23])([F:21])[F:22])[CH:14]=[CH:13][C:3]=1[C:4]([NH:6][CH:7]1[CH2:12][CH2:11][N:10]([CH2:41][CH2:42][OH:43])[CH2:9][CH2:8]1)=[O:5]. The yield is 0.340. (3) The reactants are F[C:2]1[CH:7]=[C:6]([F:8])[CH:5]=[C:4]([F:9])[C:3]=1[N+:10]([O-:12])=[O:11].[F:13][C:14]1[CH:20]=[C:19]([I:21])[CH:18]=[CH:17][C:15]=1[NH2:16].C[Si](C)(C)[N-][Si](C)(C)C.[Li+]. The catalyst is C1COCC1. The product is [F:9][C:4]1[C:3]([N+:10]([O-:12])=[O:11])=[C:2]([CH:7]=[C:6]([F:8])[CH:5]=1)[NH:16][C:15]1[CH:17]=[CH:18][C:19]([I:21])=[CH:20][C:14]=1[F:13]. The yield is 0.820. (4) The reactants are [Cl:1][C:2]1[C:10]2[O:9][CH2:8][O:7][C:6]=2[CH:5]=[C:4]([CH2:11]Cl)[CH:3]=1.[C-:13]#[N:14].[Na+].O. The catalyst is CS(C)=O. The product is [Cl:1][C:2]1[C:10]2[O:9][CH2:8][O:7][C:6]=2[CH:5]=[C:4]([CH2:11][C:13]#[N:14])[CH:3]=1. The yield is 0.580. (5) The reactants are [Cl:1][C:2]1[N:7]=[C:6]([C:8]#[C:9][C:10]2[CH:11]=[CH:12][C:13]([F:23])=[C:14]([NH:16][C:17](=[O:22])[C:18]([F:21])([F:20])[F:19])[CH:15]=2)[CH:5]=[CH:4][N:3]=1.[I-].[NH2:25][N+:26]1[CH:31]=[CH:30][CH:29]=[CH:28][CH:27]=1.C(=O)([O-])[O-].[K+].[K+]. The catalyst is CN(C=O)C.C(OCC)C.CCOC(C)=O. The product is [Cl:1][C:2]1[N:7]=[C:6]([C:8]2[C:9]([C:10]3[CH:11]=[CH:12][C:13]([F:23])=[C:14]([NH:16][C:17](=[O:22])[C:18]([F:19])([F:20])[F:21])[CH:15]=3)=[N:25][N:26]3[CH:31]=[CH:30][CH:29]=[CH:28][C:27]=23)[CH:5]=[CH:4][N:3]=1. The yield is 0.550. (6) The reactants are FC(F)(F)S(O[C:7]1[C:8]2[S:22][CH2:21][CH2:20][C:9]=2[N:10]=[C:11]([C:13]2[CH:18]=[CH:17][CH:16]=[C:15]([Cl:19])[CH:14]=2)[N:12]=1)(=O)=O.[NH2:25][C:26]1[CH:31]=[CH:30][C:29]([CH2:32][CH2:33][OH:34])=[CH:28][CH:27]=1. No catalyst specified. The product is [Cl:19][C:15]1[CH:14]=[C:13]([C:11]2[N:12]=[C:7]([NH:25][C:26]3[CH:31]=[CH:30][C:29]([CH2:32][CH2:33][OH:34])=[CH:28][CH:27]=3)[C:8]3[S:22][CH2:21][CH2:20][C:9]=3[N:10]=2)[CH:18]=[CH:17][CH:16]=1. The yield is 0.680. (7) The reactants are [S:1]1[CH2:6][CH2:5][CH:4]([CH2:7][NH2:8])[CH2:3][CH2:2]1.Cl[C:10]1[CH:11]=[CH:12][C:13]2[N:14]([C:16]([C:19]3[CH:24]=[CH:23][CH:22]=[C:21]([O:25][C:26]([F:29])([F:28])[F:27])[CH:20]=3)=[CH:17][N:18]=2)[N:15]=1.CCN(C(C)C)C(C)C.[F-].[Cs+]. The yield is 0.300. The catalyst is CS(C)=O. The product is [S:1]1[CH2:6][CH2:5][CH:4]([CH2:7][NH:8][C:10]2[CH:11]=[CH:12][C:13]3[N:14]([C:16]([C:19]4[CH:24]=[CH:23][CH:22]=[C:21]([O:25][C:26]([F:27])([F:29])[F:28])[CH:20]=4)=[CH:17][N:18]=3)[N:15]=2)[CH2:3][CH2:2]1. (8) The reactants are C(=O)([O-])[O-].[K+].[K+].[I-].[Na+].[N+:9]([C:12]1[CH:17]=[CH:16][C:15]([C:18]2[CH2:19][CH2:20][NH:21][CH2:22][CH:23]=2)=[CH:14][CH:13]=1)([O-:11])=[O:10].Cl[CH2:25][CH2:26][C@@H:27]([O:34][C:35]1[CH:40]=[CH:39][C:38]([O:41][CH3:42])=[C:37]([O:43][CH3:44])[CH:36]=1)[C:28]1[CH:33]=[CH:32][CH:31]=[CH:30][CH:29]=1. The catalyst is CN(C=O)C.O. The product is [CH3:44][O:43][C:37]1[CH:36]=[C:35]([CH:40]=[CH:39][C:38]=1[O:41][CH3:42])[O:34][C@@H:27]([C:28]1[CH:33]=[CH:32][CH:31]=[CH:30][CH:29]=1)[CH2:26][CH2:25][N:21]1[CH2:20][CH:19]=[C:18]([C:15]2[CH:16]=[CH:17][C:12]([N+:9]([O-:11])=[O:10])=[CH:13][CH:14]=2)[CH2:23][CH2:22]1. The yield is 0.766.